Dataset: Reaction yield outcomes from USPTO patents with 853,638 reactions. Task: Predict the reaction yield, written as a fraction of the theoretical maximum amount of product (1.0 means a 100% yield; for example, 0.34 means a 34% yield). The reactants are [Cl:1][C:2]1[N:7]=[N:6][C:5]([C:8](OC)=[O:9])=[C:4]([NH:12][C:13]2[CH:18]=[CH:17][C:16]([Cl:19])=[C:15]([CH3:20])[N:14]=2)[CH:3]=1.[NH3:21].CO. No catalyst specified. The product is [Cl:1][C:2]1[N:7]=[N:6][C:5]([C:8]([NH2:21])=[O:9])=[C:4]([NH:12][C:13]2[CH:18]=[CH:17][C:16]([Cl:19])=[C:15]([CH3:20])[N:14]=2)[CH:3]=1. The yield is 1.16.